The task is: Predict the product of the given reaction.. This data is from Forward reaction prediction with 1.9M reactions from USPTO patents (1976-2016). (1) Given the reactants [N:1]1[C:6]([NH2:7])=[CH:5][CH:4]=[CH:3][C:2]=1[NH2:8].[CH3:9][CH:10]([CH3:19])[C:11](=O)[CH2:12][C:13](OCC)=[O:14], predict the reaction product. The product is: [NH2:7][C:6]1[N:1]=[C:2]2[C:3]([C:13](=[O:14])[CH:12]=[C:11]([CH:10]([CH3:19])[CH3:9])[NH:8]2)=[CH:4][CH:5]=1. (2) Given the reactants [C:1]1([CH:7]=[CH:8][C:9]([NH:11][C@H:12]([C:14]2[CH:19]=[CH:18][CH:17]=[C:16]([O:20]C)[CH:15]=2)[CH3:13])=[O:10])[CH:6]=[CH:5][CH:4]=[CH:3][CH:2]=1.B(Br)(Br)Br.O, predict the reaction product. The product is: [C:1]1([CH:7]=[CH:8][C:9]([NH:11][C@H:12]([C:14]2[CH:19]=[CH:18][CH:17]=[C:16]([OH:20])[CH:15]=2)[CH3:13])=[O:10])[CH:6]=[CH:5][CH:4]=[CH:3][CH:2]=1. (3) Given the reactants C[O:2][C:3]1[CH:4]=[C:5]([CH:13]=[CH:14][C:15]2[CH:20]=[CH:19][C:18]([O:21]C)=[CH:17][CH:16]=2)[CH:6]=[C:7]([O:11]C)[C:8]=1[O:9]C.B(Br)(Br)Br.C([O-])(O)=O.[Na+], predict the reaction product. The product is: [OH:2][C:3]1[CH:4]=[C:5]([CH:13]=[CH:14][C:15]2[CH:20]=[CH:19][C:18]([OH:21])=[CH:17][CH:16]=2)[CH:6]=[C:7]([OH:11])[C:8]=1[OH:9]. (4) The product is: [O:12]=[C:7]1[C:6]2[NH:13][CH:14]=[CH:15][C:5]=2[C:4]2[CH:3]=[C:2]([NH:1][S:28]([C:25]3[CH:26]=[CH:27][C:22]([CH3:32])=[CH:23][CH:24]=3)(=[O:30])=[O:29])[CH:11]=[CH:10][C:9]=2[NH:8]1.[CH2:17]([C:19]([O-:21])=[O:20])[CH3:18]. Given the reactants [NH2:1][C:2]1[CH:11]=[CH:10][C:9]2[NH:8][C:7](=[O:12])[C:6]3[NH:13][CH:14]=[CH:15][C:5]=3[C:4]=2[CH:3]=1.Cl.[CH2:17]([C:19]([OH:21])=[O:20])[CH3:18].[C:22]1([CH3:32])[CH:27]=[CH:26][C:25]([S:28](Cl)(=[O:30])=[O:29])=[CH:24][CH:23]=1, predict the reaction product. (5) Given the reactants [NH:1]1[CH2:5][CH2:4][CH2:3][CH2:2]1.[CH3:6][C:7]([CH3:9])=O.[C-:10]#[N:11].[K+], predict the reaction product. The product is: [CH3:6][C:7]([N:1]1[CH2:5][CH2:4][CH2:3][CH2:2]1)([CH3:9])[C:10]#[N:11]. (6) Given the reactants [CH3:1][CH2:2][CH2:3]CC.[C:6]1(C)[C:7]([CH3:12])=[CH:8]C=[CH:10][CH:11]=1, predict the reaction product. The product is: [CH3:1][CH2:2][CH3:3].[CH3:7][CH2:6][CH2:11][CH3:10].[CH3:6][C:7]([CH3:12])([CH3:1])[CH3:8].